From a dataset of Full USPTO retrosynthesis dataset with 1.9M reactions from patents (1976-2016). Predict the reactants needed to synthesize the given product. (1) Given the product [N:1]1[CH:6]=[CH:5][CH:4]=[C:3]([C:7]2[S:8][CH:9]=[C:10]([CH:12]=[O:13])[N:11]=2)[CH:2]=1, predict the reactants needed to synthesize it. The reactants are: [N:1]1[CH:6]=[CH:5][CH:4]=[C:3]([C:7]2[S:8][CH:9]=[C:10]([C:12](OCC)=[O:13])[N:11]=2)[CH:2]=1.CC(C[AlH]CC(C)C)C.CO.C(C(C(C([O-])=O)O)O)([O-])=O.[K+].[Na+]. (2) Given the product [F:46][C:39]1[CH:40]=[C:41]([O:18][C:8]2[CH:9]=[CH:10][C:11]([O:13][C:14]([F:16])([F:17])[F:15])=[CH:12][C:7]=2[C:4]2[CH:5]=[CH:6][N:1]=[N:2][CH:3]=2)[C:42]([CH3:44])=[CH:43][C:38]=1[S:35]([NH:34][C:47]1[S:48][CH:49]=[N:50][N:51]=1)(=[O:36])=[O:37], predict the reactants needed to synthesize it. The reactants are: [N:1]1[CH:6]=[CH:5][C:4]([C:7]2[CH:12]=[C:11]([O:13][C:14]([F:17])([F:16])[F:15])[CH:10]=[CH:9][C:8]=2[OH:18])=[CH:3][N:2]=1.CS(C)=O.C(=O)([O-])[O-].[K+].[K+].COC1C=C(OC)C=CC=1C[N:34]([C:47]1[S:48][CH:49]=[N:50][N:51]=1)[S:35]([C:38]1[CH:43]=[C:42]([CH3:44])[C:41](F)=[CH:40][C:39]=1[F:46])(=[O:37])=[O:36].C(Cl)Cl.FC(F)(F)C(O)=O. (3) Given the product [Cl:1][C:2]1[N:7]=[C:6]([O:20][C:17]2[CH:18]=[CH:19][C:14]([O:13][CH3:12])=[CH:15][CH:16]=2)[C:5]([N+:9]([O-:11])=[O:10])=[CH:4][N:3]=1, predict the reactants needed to synthesize it. The reactants are: [Cl:1][C:2]1[N:7]=[C:6](Cl)[C:5]([N+:9]([O-:11])=[O:10])=[CH:4][N:3]=1.[CH3:12][O:13][C:14]1[CH:19]=[CH:18][C:17]([OH:20])=[CH:16][CH:15]=1.C([O-])(O)=O.[Na+]. (4) Given the product [CH3:19][O:18][C@@H:5]([CH2:6][C:7]1[CH:8]=[CH:9][C:10]([O:13][CH2:14][C:15](=[O:17])[N:32]2[CH2:31][CH2:30][N:29]([C:26]3[CH:25]=[CH:24][C:23]([C:22]([F:35])([F:36])[F:21])=[CH:28][CH:27]=3)[CH2:34][CH2:33]2)=[CH:11][CH:12]=1)[C:4]([OH:3])=[O:20], predict the reactants needed to synthesize it. The reactants are: C([O:3][C:4](=[O:20])[C@@H:5]([O:18][CH3:19])[CH2:6][C:7]1[CH:12]=[CH:11][C:10]([O:13][CH2:14][C:15]([OH:17])=O)=[CH:9][CH:8]=1)C.[F:21][C:22]([F:36])([F:35])[C:23]1[CH:28]=[CH:27][C:26]([N:29]2[CH2:34][CH2:33][NH:32][CH2:31][CH2:30]2)=[CH:25][CH:24]=1.C(O[C@@H](CC1C=CC(O[C@@H](C(=O)NCCC2C=CC(OC3C=CC=CC=3)=CC=2)C)=CC=1)C(O)=O)C. (5) Given the product [CH:1]1([CH2:8][NH:9][S:18]([C:13]2[CH:14]=[CH:15][CH:16]=[CH:17][C:12]=2[O:11][CH3:10])(=[O:20])=[O:19])[CH2:7][CH2:6][CH2:5][CH2:4][CH2:3][CH2:2]1, predict the reactants needed to synthesize it. The reactants are: [CH:1]1([CH2:8][NH2:9])[CH2:7][CH2:6][CH2:5][CH2:4][CH2:3][CH2:2]1.[CH3:10][O:11][C:12]1[CH:17]=[CH:16][CH:15]=[CH:14][C:13]=1[S:18](Cl)(=[O:20])=[O:19].C(N(C(C)C)CC)(C)C. (6) Given the product [NH2:16][C:11]1[CH:12]=[CH:13][CH:14]=[C:15]2[C:10]=1[C:9](=[O:19])[C:8]1([NH:20][C:21]([C:23]3[C:31]4[C:26](=[CH:27][CH:28]=[CH:29][CH:30]=4)[N:25]([CH3:32])[N:24]=3)=[O:22])[C:7]3[CH:33]=[CH:34][C:35]([CH:37]([CH3:39])[CH3:38])=[CH:36][C:6]=3[O:5][C:4]12[OH:3], predict the reactants needed to synthesize it. The reactants are: Cl.O.[OH:3][C:4]12[C:15]3[C:10](=[C:11]([N+:16]([O-])=O)[CH:12]=[CH:13][CH:14]=3)[C:9](=[O:19])[C:8]1([NH:20][C:21]([C:23]1[CH:31]3[CH:26]([CH:27]=[CH:28][CH:29]=[CH:30]3)[N:25]([CH3:32])[N:24]=1)=[O:22])[C:7]1[CH:33]=[CH:34][C:35]([CH:37]([CH3:39])[CH3:38])=[CH:36][C:6]=1[O:5]2. (7) Given the product [NH2:7][CH:8]([C:10]1[CH:11]=[C:12]([C:27]([N:29]([CH3:30])[CH3:31])=[O:28])[CH:13]=[C:14]2[C:19]=1[O:18][C:17]([N:20]1[CH2:25][CH2:24][O:23][CH2:22][CH2:21]1)=[CH:16][C:15]2=[O:26])[CH3:9], predict the reactants needed to synthesize it. The reactants are: Cl.CC(C)([S@]([NH:7][CH:8]([C:10]1[CH:11]=[C:12]([C:27]([N:29]([CH3:31])[CH3:30])=[O:28])[CH:13]=[C:14]2[C:19]=1[O:18][C:17]([N:20]1[CH2:25][CH2:24][O:23][CH2:22][CH2:21]1)=[CH:16][C:15]2=[O:26])[CH3:9])=O)C.